This data is from Forward reaction prediction with 1.9M reactions from USPTO patents (1976-2016). The task is: Predict the product of the given reaction. (1) Given the reactants CS(C)=O.[CH:5]12[CH2:11][CH:8]([CH:9]=[CH:10]1)[CH2:7][CH:6]2[CH2:12][OH:13].[OH-].[K+].[C:16]([F:31])([O:20][C:21]([F:30])([F:29])[C:22]([F:28])([F:27])[C:23]([F:26])([F:25])[F:24])=[C:17]([F:19])[F:18], predict the reaction product. The product is: [F:19][C:17]([F:18])([O:13][CH2:12][CH:6]1[CH2:7][CH:8]2[CH2:11][CH:5]1[CH:10]=[CH:9]2)[CH:16]([F:31])[O:20][C:21]([F:29])([F:30])[C:22]([F:27])([F:28])[C:23]([F:24])([F:25])[F:26]. (2) Given the reactants [CH2:1]([C@H:8]([CH2:12][C:13]([O:15]C(C)(C)C)=[O:14])[C:9]([OH:11])=O)[C:2]1[CH:7]=[CH:6][CH:5]=[CH:4][CH:3]=1.[Cl:20][C:21]1[S:25][C:24]([NH:26][CH3:27])=[N:23][C:22]=1[C:28]1[CH:33]=[CH:32][CH:31]=[CH:30][C:29]=1[Cl:34].ClN1C(=O)CCC1=O.C(N(CC)CC)C, predict the reaction product. The product is: [CH2:1]([C@@H:8]([C:9]([N:26]([C:24]1[S:25][C:21]([Cl:20])=[C:22]([C:28]2[CH:33]=[CH:32][CH:31]=[CH:30][C:29]=2[Cl:34])[N:23]=1)[CH3:27])=[O:11])[CH2:12][C:13]([OH:15])=[O:14])[C:2]1[CH:3]=[CH:4][CH:5]=[CH:6][CH:7]=1. (3) Given the reactants [CH2:1]([O:9][C:10]1[CH:15]=[CH:14][C:13]([C:16](=[O:18])[CH3:17])=[CH:12][C:11]=1[C:19]([F:22])([F:21])[F:20])[CH2:2][CH2:3][CH2:4][CH2:5][CH2:6][CH2:7][CH3:8].C[N:24](C(ON1N=NC2C=CC=NC1=2)=[N+](C)C)C.F[P-](F)(F)(F)(F)F.CCN(C(C)C)C(C)C.O.NN.C(Cl)[Cl:60].CN(C=O)C, predict the reaction product. The product is: [ClH:60].[NH2:24][CH2:17][C:16]([C:13]1[CH:14]=[CH:15][C:10]([O:9][CH2:1][CH2:2][CH2:3][CH2:4][CH2:5][CH2:6][CH2:7][CH3:8])=[C:11]([C:19]([F:20])([F:21])[F:22])[CH:12]=1)=[O:18]. (4) Given the reactants [N+:1]([C:4]1[CH:5]=[C:6]([NH:10][C:11]2[C:20]3[C:15](=[CH:16][CH:17]=[CH:18][CH:19]=3)[CH:14]=[CH:13][N:12]=2)[CH:7]=[CH:8][CH:9]=1)([O-])=O.[H][H], predict the reaction product. The product is: [NH2:1][C:4]1[CH:5]=[C:6]([NH:10][C:11]2[C:20]3[C:15](=[CH:16][CH:17]=[CH:18][CH:19]=3)[CH:14]=[CH:13][N:12]=2)[CH:7]=[CH:8][CH:9]=1. (5) Given the reactants [F:1][C:2]1[CH:13]=[CH:12][C:11]([CH2:14][C:15]2[NH:16][C:17]([C:30]3[CH:35]=[CH:34][CH:33]=[C:32]([CH3:36])[N:31]=3)=[C:18]([C:20]3[CH:21]=[C:22]4[C:27](=[CH:28][CH:29]=3)[N:26]=[CH:25][CH:24]=[CH:23]4)[N:19]=2)=[CH:10][C:3]=1[O:4][CH2:5][C:6]([O:8]C)=[O:7].[OH-].[Na+].O, predict the reaction product. The product is: [F:1][C:2]1[CH:13]=[CH:12][C:11]([CH2:14][C:15]2[NH:16][C:17]([C:30]3[CH:35]=[CH:34][CH:33]=[C:32]([CH3:36])[N:31]=3)=[C:18]([C:20]3[CH:21]=[C:22]4[C:27](=[CH:28][CH:29]=3)[N:26]=[CH:25][CH:24]=[CH:23]4)[N:19]=2)=[CH:10][C:3]=1[O:4][CH2:5][C:6]([OH:8])=[O:7]. (6) Given the reactants [C:1]([O:4][C:5]1[CH:6]=[C:7]([CH:11]=[C:12]([O:18][C:19](=[O:21])[CH3:20])[C:13]=1[O:14][C:15](=[O:17])[CH3:16])[C:8](O)=O)(=[O:3])[CH3:2].S(Cl)(Cl)=O, predict the reaction product. The product is: [C:1]([O:4][C:5]1[CH:6]=[C:7](/[CH:8]=[CH:8]/[C:7]2[CH:11]=[CH:12][CH:13]=[CH:5][CH:6]=2)[CH:11]=[C:12]([O:18][C:19](=[O:21])[CH3:20])[C:13]=1[O:14][C:15](=[O:17])[CH3:16])(=[O:3])[CH3:2]. (7) Given the reactants C([O:3][C:4](=[O:23])[CH:5]([C:15]1[CH:20]=[CH:19][N:18]=[C:17]([S:21][CH3:22])[N:16]=1)[C:6]([C:8]1[CH:13]=[CH:12][C:11]([F:14])=[CH:10][CH:9]=1)=O)C.COC(=O)C(C1C=CC(F)=CC=1)C(=O)C1C=C[N:32]=CC=1.C(O)C, predict the reaction product. The product is: [F:14][C:11]1[CH:12]=[CH:13][C:8]([C:6]2[NH:32][O:3][C:4](=[O:23])[C:5]=2[C:15]2[CH:20]=[CH:19][N:18]=[C:17]([S:21][CH3:22])[N:16]=2)=[CH:9][CH:10]=1.